Predict the reactants needed to synthesize the given product. From a dataset of Full USPTO retrosynthesis dataset with 1.9M reactions from patents (1976-2016). (1) Given the product [C:40]([C:37]1[CH:38]=[CH:39][C:34]([C:26]2[CH:27]=[C:28]([C:30]([F:33])([F:32])[F:31])[CH:29]=[C:24]([CH2:23][O:22][CH2:21][C:8]3([C:4]4[CH:5]=[CH:6][CH:7]=[C:2]([C:42]#[N:43])[CH:3]=4)[CH2:13][CH2:12][N:11]([C:14]([O:16][C:17]([CH3:20])([CH3:19])[CH3:18])=[O:15])[CH2:10][CH2:9]3)[CH:25]=2)=[CH:35][CH:36]=1)#[N:41], predict the reactants needed to synthesize it. The reactants are: Br[C:2]1[CH:3]=[C:4]([C:8]2([CH2:21][O:22][CH2:23][C:24]3[CH:25]=[C:26]([C:34]4[CH:39]=[CH:38][C:37]([C:40]#[N:41])=[CH:36][CH:35]=4)[CH:27]=[C:28]([C:30]([F:33])([F:32])[F:31])[CH:29]=3)[CH2:13][CH2:12][N:11]([C:14]([O:16][C:17]([CH3:20])([CH3:19])[CH3:18])=[O:15])[CH2:10][CH2:9]2)[CH:5]=[CH:6][CH:7]=1.[CH3:42][N:43](C)C=O. (2) Given the product [NH2:31][C:30]1[CH:29]=[CH:28][CH:27]=[C:26]([F:34])[C:25]=1[O:24][CH2:23][C@H:13]1[O:12][CH2:11][C@@H:10]([CH2:9][O:8][Si:1]([C:4]([CH3:5])([CH3:6])[CH3:7])([CH3:3])[CH3:2])[N:15]([C:16]([O:18][C:19]([CH3:20])([CH3:21])[CH3:22])=[O:17])[CH2:14]1, predict the reactants needed to synthesize it. The reactants are: [Si:1]([O:8][CH2:9][C@H:10]1[N:15]([C:16]([O:18][C:19]([CH3:22])([CH3:21])[CH3:20])=[O:17])[CH2:14][C@@H:13]([CH2:23][O:24][C:25]2[C:30]([N+:31]([O-])=O)=[CH:29][CH:28]=[CH:27][C:26]=2[F:34])[O:12][CH2:11]1)([C:4]([CH3:7])([CH3:6])[CH3:5])([CH3:3])[CH3:2].[H][H]. (3) Given the product [C:38]([O:37][C:36](=[O:42])[NH:35][CH2:34][CH:31]1[CH2:30][CH2:29][N:28]([C:2]2[N:3]=[C:4]([N:14]3[C:18]4[CH:19]=[CH:20][CH:21]=[C:22]([O:23][CH3:24])[C:17]=4[N:16]=[C:15]3[CH:25]([F:27])[F:26])[N:5]=[C:6]([N:8]3[CH2:9][CH2:10][O:11][CH2:12][CH2:13]3)[N:7]=2)[CH2:33][CH2:32]1)([CH3:41])([CH3:39])[CH3:40], predict the reactants needed to synthesize it. The reactants are: Cl[C:2]1[N:7]=[C:6]([N:8]2[CH2:13][CH2:12][O:11][CH2:10][CH2:9]2)[N:5]=[C:4]([N:14]2[C:18]3[CH:19]=[CH:20][CH:21]=[C:22]([O:23][CH3:24])[C:17]=3[N:16]=[C:15]2[CH:25]([F:27])[F:26])[N:3]=1.[NH:28]1[CH2:33][CH2:32][CH:31]([CH2:34][NH:35][C:36](=[O:42])[O:37][C:38]([CH3:41])([CH3:40])[CH3:39])[CH2:30][CH2:29]1. (4) Given the product [C:31]([O:35][C:36](=[O:44])[CH2:37][N:38]1[CH:42]=[CH:41][C:40]([NH:43][C:8](=[O:9])[C@@H:7]([N:11]2[CH2:19][C:18]3[C:13](=[CH:14][CH:15]=[CH:16][C:17]=3[C:20]([F:21])([F:22])[F:23])[C:12]2=[O:24])[CH2:6][CH:1]2[CH2:2][CH2:3][CH2:4][CH2:5]2)=[N:39]1)([CH3:34])([CH3:32])[CH3:33], predict the reactants needed to synthesize it. The reactants are: [CH:1]1([CH2:6][C@H:7]([N:11]2[CH2:19][C:18]3[C:13](=[CH:14][CH:15]=[CH:16][C:17]=3[C:20]([F:23])([F:22])[F:21])[C:12]2=[O:24])[C:8](O)=[O:9])[CH2:5][CH2:4][CH2:3][CH2:2]1.C(Cl)(=O)C(Cl)=O.[C:31]([O:35][C:36](=[O:44])[CH2:37][N:38]1[CH:42]=[CH:41][C:40]([NH2:43])=[N:39]1)([CH3:34])([CH3:33])[CH3:32].N1C(C)=CC=CC=1C. (5) Given the product [C:28]([NH:31][C:32]1[N:37]=[CH:36][C:35](/[CH:38]=[CH:39]/[C:40]([NH:1][CH2:2][C:3]([N:5]([C:7]2[C:8]([Cl:27])=[C:9]([C:23]([Cl:26])=[CH:24][CH:25]=2)[CH2:10][O:11][C:12]2[CH:13]=[CH:14][CH:15]=[C:16]3[C:21]=2[N:20]=[C:19]([CH3:22])[CH:18]=[CH:17]3)[CH3:6])=[O:4])=[O:41])=[CH:34][CH:33]=1)(=[O:30])[CH3:29], predict the reactants needed to synthesize it. The reactants are: [NH2:1][CH2:2][C:3]([N:5]([C:7]1[C:8]([Cl:27])=[C:9]([C:23]([Cl:26])=[CH:24][CH:25]=1)[CH2:10][O:11][C:12]1[CH:13]=[CH:14][CH:15]=[C:16]2[C:21]=1[N:20]=[C:19]([CH3:22])[CH:18]=[CH:17]2)[CH3:6])=[O:4].[C:28]([NH:31][C:32]1[N:37]=[CH:36][C:35](/[CH:38]=[CH:39]/[C:40](O)=[O:41])=[CH:34][CH:33]=1)(=[O:30])[CH3:29].ON1C2C=CC=CC=2N=N1.Cl.C(N=C=NCCCN(C)C)C.